The task is: Predict the product of the given reaction.. This data is from Forward reaction prediction with 1.9M reactions from USPTO patents (1976-2016). Given the reactants O.O.O.O.O.O.[NH2:7][C@H:8]([C:14]([O-:16])=[O:15])[CH2:9][CH2:10][C:11]([O-:13])=[O:12].[Sr+2:17].[OH-].[Sr+2].[OH-].N[C@H](C(O)=O)CCC(O)=O, predict the reaction product. The product is: [NH2:7][C@H:8]([C:14]([O-:16])=[O:15])[CH2:9][CH2:10][C:11]([O-:13])=[O:12].[Sr+2:17].